From a dataset of NCI-60 drug combinations with 297,098 pairs across 59 cell lines. Regression. Given two drug SMILES strings and cell line genomic features, predict the synergy score measuring deviation from expected non-interaction effect. (1) Drug 2: C1CN(CCN1C(=O)CCBr)C(=O)CCBr. Drug 1: CC(CN1CC(=O)NC(=O)C1)N2CC(=O)NC(=O)C2. Cell line: OVCAR-8. Synergy scores: CSS=21.0, Synergy_ZIP=-7.07, Synergy_Bliss=0.208, Synergy_Loewe=-3.21, Synergy_HSA=2.02. (2) Drug 1: CC1=C(C=C(C=C1)NC2=NC=CC(=N2)N(C)C3=CC4=NN(C(=C4C=C3)C)C)S(=O)(=O)N.Cl. Drug 2: CC1C(C(CC(O1)OC2CC(CC3=C2C(=C4C(=C3O)C(=O)C5=C(C4=O)C(=CC=C5)OC)O)(C(=O)CO)O)N)O.Cl. Cell line: HT29. Synergy scores: CSS=40.2, Synergy_ZIP=3.30, Synergy_Bliss=3.85, Synergy_Loewe=-8.87, Synergy_HSA=6.48. (3) Drug 1: CS(=O)(=O)C1=CC(=C(C=C1)C(=O)NC2=CC(=C(C=C2)Cl)C3=CC=CC=N3)Cl. Drug 2: CC1=C(C=C(C=C1)C(=O)NC2=CC(=CC(=C2)C(F)(F)F)N3C=C(N=C3)C)NC4=NC=CC(=N4)C5=CN=CC=C5. Cell line: T-47D. Synergy scores: CSS=3.78, Synergy_ZIP=-1.28, Synergy_Bliss=3.07, Synergy_Loewe=0.867, Synergy_HSA=1.81. (4) Drug 1: CN1CCC(CC1)COC2=C(C=C3C(=C2)N=CN=C3NC4=C(C=C(C=C4)Br)F)OC. Drug 2: C1=NC2=C(N1)C(=S)N=CN2. Cell line: OVCAR-8. Synergy scores: CSS=4.73, Synergy_ZIP=-10.7, Synergy_Bliss=-17.5, Synergy_Loewe=-29.3, Synergy_HSA=-16.5. (5) Drug 1: CN(C)N=NC1=C(NC=N1)C(=O)N. Drug 2: C1CN1P(=S)(N2CC2)N3CC3. Cell line: DU-145. Synergy scores: CSS=29.3, Synergy_ZIP=-10.9, Synergy_Bliss=-10.7, Synergy_Loewe=-28.8, Synergy_HSA=-12.0.